This data is from Catalyst prediction with 721,799 reactions and 888 catalyst types from USPTO. The task is: Predict which catalyst facilitates the given reaction. Reactant: [H-].[Al+3].[Li+].[H-].[H-].[H-].[C:7]([N:11]1[C:15]([C:16]2[CH:21]=[CH:20][C:19]([O:22][CH3:23])=[CH:18][CH:17]=2)=[C:14]([C:24]2[S:25][CH:26]=[C:27]([C:29](OCC)=[O:30])[N:28]=2)[CH:13]=[N:12]1)([CH3:10])([CH3:9])[CH3:8].[O-]S([O-])(=O)=O.[Na+].[Na+]. Product: [C:7]([N:11]1[C:15]([C:16]2[CH:17]=[CH:18][C:19]([O:22][CH3:23])=[CH:20][CH:21]=2)=[C:14]([C:24]2[S:25][CH:26]=[C:27]([CH2:29][OH:30])[N:28]=2)[CH:13]=[N:12]1)([CH3:9])([CH3:10])[CH3:8]. The catalyst class is: 1.